Dataset: Catalyst prediction with 721,799 reactions and 888 catalyst types from USPTO. Task: Predict which catalyst facilitates the given reaction. (1) Product: [CH3:1][O:2][C:3]1[CH:8]=[CH:7][C:6]2[C:9]3([CH2:18][O:19][C:5]=2[CH:4]=1)[CH2:14][CH2:13][CH2:12][N:11]1[CH:15]=[N:16][CH:17]=[C:10]31. The catalyst class is: 661. Reactant: [CH3:1][O:2][C:3]1[CH:8]=[CH:7][C:6]2[C:9]3([CH2:18][O:19][C:5]=2[CH:4]=1)[CH2:14][CH2:13][CH2:12][N:11]1[CH:15]=[N:16][CH2:17][CH:10]31. (2) Reactant: [C:1]([C:5]1[CH:25]=[CH:24][CH:23]=[CH:22][C:6]=1[O:7][CH2:8][CH:9]1[CH2:13][CH2:12][N:11]([C:14](=[O:21])[CH2:15][C:16]([O:18]CC)=[O:17])[CH2:10]1)([CH3:4])([CH3:3])[CH3:2].[OH-].[Li+].Cl. Product: [C:1]([C:5]1[CH:25]=[CH:24][CH:23]=[CH:22][C:6]=1[O:7][CH2:8][CH:9]1[CH2:13][CH2:12][N:11]([C:14](=[O:21])[CH2:15][C:16]([OH:18])=[O:17])[CH2:10]1)([CH3:4])([CH3:2])[CH3:3]. The catalyst class is: 1. (3) Reactant: [C:1]([C@H:5]1[CH2:10][CH2:9][C@H:8]([O:11][C:12]2[CH:13]=[C:14]3[C:19](=[CH:20][CH:21]=2)[CH:18]=[C:17]([CH:22]=O)[CH:16]=[CH:15]3)[CH2:7][CH2:6]1)([CH3:4])([CH3:3])[CH3:2].[NH2:24][CH2:25][C:26]#[N:27].C(O)(=O)C.[BH-](OC(C)=O)(OC(C)=O)OC(C)=O.[Na+].C([O-])(O)=O.[Na+]. Product: [C:1]([C@H:5]1[CH2:10][CH2:9][C@H:8]([O:11][C:12]2[CH:13]=[C:14]3[C:19](=[CH:20][CH:21]=2)[CH:18]=[C:17]([CH2:22][NH:27][CH2:26][C:25]#[N:24])[CH:16]=[CH:15]3)[CH2:7][CH2:6]1)([CH3:4])([CH3:3])[CH3:2]. The catalyst class is: 26. (4) Reactant: [NH2:1][C:2]1[CH:7]=[C:6]([C:8]([F:11])([F:10])[F:9])[CH:5]=[CH:4][C:3]=1[C:12](=O)[CH3:13].[CH2:15]([O:17][C:18](=[O:25])[CH2:19][C:20](=O)[CH2:21][CH2:22][CH3:23])[CH3:16].O.O.[Sn](Cl)Cl.C(Cl)Cl.CCCCCC. Product: [CH2:15]([O:17][C:18]([C:19]1[C:20]([CH2:21][CH2:22][CH3:23])=[N:1][C:2]2[C:3]([C:12]=1[CH3:13])=[CH:4][CH:5]=[C:6]([C:8]([F:11])([F:10])[F:9])[CH:7]=2)=[O:25])[CH3:16]. The catalyst class is: 14. (5) Reactant: [OH-].[Na+].C1COCC1.[CH:8]1([CH2:13][CH:14]([C:20]2[CH:25]=[CH:24][C:23]([S:26]([CH:29]3[CH2:31][CH2:30]3)(=[O:28])=[O:27])=[CH:22][CH:21]=2)[C:15]([O:17]CC)=[O:16])[CH2:12][CH2:11][CH2:10][CH2:9]1. Product: [CH:8]1([CH2:13][CH:14]([C:20]2[CH:25]=[CH:24][C:23]([S:26]([CH:29]3[CH2:31][CH2:30]3)(=[O:27])=[O:28])=[CH:22][CH:21]=2)[C:15]([OH:17])=[O:16])[CH2:9][CH2:10][CH2:11][CH2:12]1. The catalyst class is: 8. (6) Reactant: C(O[C:6](=O)[N:7]([C:9]1[CH:14]=[CH:13][C:12]([C:15]#[C:16][CH2:17][CH2:18][CH2:19][N:20]([CH3:22])[CH3:21])=[CH:11][CH:10]=1)C)(C)(C)C.C(O)(C(F)(F)F)=O. Product: [CH3:22][N:20]([CH3:21])[CH2:19][CH2:18][CH2:17][C:16]#[C:15][C:12]1[CH:11]=[CH:10][C:9]([NH:7][CH3:6])=[CH:14][CH:13]=1. The catalyst class is: 2. (7) Reactant: [Cl:1][C:2]1[C:3]([F:11])=[CH:4][C:5]([OH:10])=[C:6]([CH:9]=1)[CH:7]=[O:8].[CH3:12][O:13][C:14](=[O:19])[C:15](Br)([CH3:17])[CH3:16].C([O-])([O-])=O.[K+].[K+]. Product: [CH3:12][O:13][C:14](=[O:19])[C:15]([O:10][C:5]1[CH:4]=[C:3]([F:11])[C:2]([Cl:1])=[CH:9][C:6]=1[CH:7]=[O:8])([CH3:17])[CH3:16]. The catalyst class is: 3. (8) Reactant: [O:1]=[C:2]1[C:10]2[CH:9]=[C:8]3[O:11][CH2:12][O:13][C:7]3=[CH:6][C:5]=2[CH2:4][N:3]1[CH2:14][CH2:15][CH:16]1[CH2:21][CH2:20][N:19](C(OC(C)(C)C)=O)[CH2:18][CH2:17]1.[ClH:29]. Product: [ClH:29].[NH:19]1[CH2:20][CH2:21][CH:16]([CH2:15][CH2:14][N:3]2[C:2](=[O:1])[C:10]3[CH:9]=[C:8]4[O:11][CH2:12][O:13][C:7]4=[CH:6][C:5]=3[CH2:4]2)[CH2:17][CH2:18]1. The catalyst class is: 13. (9) Reactant: [CH2:1]([Li])CCC.[Br:6][C:7]1[CH:8]=[N:9][CH:10]=[C:11]([C:13]([F:16])([F:15])[F:14])[CH:12]=1.CI.C(OCC)(=O)C. Product: [Br:6][C:7]1[CH:8]=[N:9][CH:10]=[C:11]([C:13]([F:14])([F:16])[F:15])[C:12]=1[CH3:1]. The catalyst class is: 134.